This data is from Acute oral toxicity (LD50) regression data from Zhu et al.. The task is: Regression/Classification. Given a drug SMILES string, predict its toxicity properties. Task type varies by dataset: regression for continuous values (e.g., LD50, hERG inhibition percentage) or binary classification for toxic/non-toxic outcomes (e.g., AMES mutagenicity, cardiotoxicity, hepatotoxicity). Dataset: ld50_zhu. (1) The compound is CN(C)CC(=O)NN=Cc1c(-c2ccc(Cl)cc2)nc2n1CCS2. The rat oral LD50 is 2.66, given as -log10 of the dose in mol/kg body weight (higher means more acutely toxic). (2) The molecule is c1ccc(-c2cccc(-c3ccccc3)c2)cc1. The rat oral LD50 is 1.98, given as -log10 of the dose in mol/kg body weight (higher means more acutely toxic).